Predict the reactants needed to synthesize the given product. From a dataset of Full USPTO retrosynthesis dataset with 1.9M reactions from patents (1976-2016). (1) Given the product [CH:1]1([C:4]2[S:5][C:6]3[C:7]([N:16]=2)=[N:8][C:9]([C:12]([OH:14])=[O:13])=[CH:10][CH:11]=3)[CH2:2][CH2:3]1, predict the reactants needed to synthesize it. The reactants are: [CH:1]1([C:4]2[S:5][C:6]3[C:7]([N:16]=2)=[N:8][C:9]([C:12]([O:14]C)=[O:13])=[CH:10][CH:11]=3)[CH2:3][CH2:2]1.CO.[OH-].[Na+].Cl. (2) Given the product [Cl:1][C:2]1[CH:3]=[C:4]([C:5]([O:7][CH2:8][CH3:9])=[O:6])[C:10]([CH3:14])=[CH:11][C:12]=1[CH2:26][C:25]1([CH3:27])[S:15][CH2:24]1, predict the reactants needed to synthesize it. The reactants are: [Cl:1][C:2]1[CH:3]=[C:4]([C:10]([CH3:14])=[CH:11][C:12]=1Cl)[C:5]([O:7][CH2:8][CH3:9])=[O:6].[SH-:15].[Na+].Cl.C(=O)([O-])[O-].[K+].[K+].[CH2:24](Cl)[C:25](=[CH2:27])[CH3:26]. (3) Given the product [CH2:27]([N:37]([CH2:2][CH:3]1[CH2:15][N:13]2[C:14]3[C:9]([C:10](=[O:26])[N:11]([CH2:17][C:18]4[CH:23]=[CH:22][C:21]([O:24][CH3:25])=[CH:20][CH:19]=4)[C:12]2=[O:16])=[CH:8][CH:7]=[CH:6][C:5]=3[CH2:4]1)[CH3:36])[C:28]1[CH:29]=[CH:30][CH:31]=[CH:32][CH:33]=1, predict the reactants needed to synthesize it. The reactants are: Br[CH2:2][CH:3]1[CH2:15][N:13]2[C:14]3[C:9]([C:10](=[O:26])[N:11]([CH2:17][C:18]4[CH:23]=[CH:22][C:21]([O:24][CH3:25])=[CH:20][CH:19]=4)[C:12]2=[O:16])=[CH:8][CH:7]=[CH:6][C:5]=3[CH2:4]1.[CH2:27](CN)[C:28]1[CH:33]=[CH:32][CH:31]=[CH:30][CH:29]=1.[CH3:36][N:37](C)C=O.C1(C)C=CC=CC=1. (4) Given the product [C:3]([C:5]1[C:10]([C:11]2[N:15]([S:46]([C:43]3[CH:44]=[CH:45][O:41][CH:42]=3)(=[O:48])=[O:47])[CH:14]=[C:13]([CH2:16][N:17]([CH3:25])[C:18](=[O:24])[O:19][C:20]([CH3:21])([CH3:22])[CH3:23])[CH:12]=2)=[CH:9][CH:8]=[CH:7][N:6]=1)#[N:4], predict the reactants needed to synthesize it. The reactants are: [H-].[Na+].[C:3]([C:5]1[C:10]([C:11]2[NH:15][CH:14]=[C:13]([CH2:16][N:17]([CH3:25])[C:18](=[O:24])[O:19][C:20]([CH3:23])([CH3:22])[CH3:21])[CH:12]=2)=[CH:9][CH:8]=[CH:7][N:6]=1)#[N:4].C1OCCOCCOCCOCCOC1.[O:41]1[CH:45]=[CH:44][C:43]([S:46](Cl)(=[O:48])=[O:47])=[CH:42]1.[Cl-].[NH4+]. (5) Given the product [C:29]1([CH2:28][O:27][CH2:26][C:23]2[O:22][C:21]([CH2:20][N:4]([CH2:3][C:2]([F:17])([F:18])[F:1])[C:5]3[CH:12]=[CH:11][C:8]([C:9]#[N:10])=[C:7]([C:13]([F:16])([F:14])[F:15])[CH:6]=3)=[N:25][CH:24]=2)[CH:30]=[CH:31][CH:32]=[CH:33][CH:34]=1, predict the reactants needed to synthesize it. The reactants are: [F:1][C:2]([F:18])([F:17])[CH2:3][NH:4][C:5]1[CH:12]=[CH:11][C:8]([C:9]#[N:10])=[C:7]([C:13]([F:16])([F:15])[F:14])[CH:6]=1.Cl[CH2:20][C:21]1[O:22][C:23]([CH2:26][O:27][CH2:28][C:29]2[CH:34]=[CH:33][CH:32]=[CH:31][CH:30]=2)=[CH:24][N:25]=1. (6) Given the product [C:44]([OH:52])(=[O:45])[CH3:47].[C:27]([OH:26])(=[O:50])[CH3:28].[NH2:12][C:10]1[C:11]2[C:3]([C:38]3[CH:39]=[CH:40][C:33]([O:26][C:27]4[CH:32]=[CH:31][CH:30]=[CH:29][CH:28]=4)=[C:34]([CH:37]=3)[CH:35]=[O:36])=[CH:4][N:5]([C@H:13]3[CH2:18][CH2:17][C@H:16]([N:19]4[CH2:24][CH2:23][N:22]([CH3:25])[CH2:21][CH2:20]4)[CH2:15][CH2:14]3)[C:6]=2[N:7]=[CH:8][N:9]=1, predict the reactants needed to synthesize it. The reactants are: Cl.I[C:3]1[C:11]2[C:10]([NH2:12])=[N:9][CH:8]=[N:7][C:6]=2[N:5]([C@H:13]2[CH2:18][CH2:17][C@H:16]([N:19]3[CH2:24][CH2:23][N:22]([CH3:25])[CH2:21][CH2:20]3)[CH2:15][CH2:14]2)[CH:4]=1.[O:26]([C:33]1[CH:40]=[CH:39][C:38](B2[O:45][C:44]([CH3:47])(C)C(C)(C)O2)=[CH:37][C:34]=1[CH:35]=[O:36])[C:27]1[CH:32]=[CH:31][CH:30]=[CH:29][CH:28]=1.[OH2:50].C(=O)([O-])[O-:52].[Na+].[Na+]. (7) The reactants are: Br[CH2:2][CH2:3][CH2:4][CH:5]=[CH2:6].[Na+].[I-].[SH:9][C:10]1[N:14]=[CH:13][NH:12][N:11]=1. Given the product [CH2:2]([S:9][C:10]1[N:14]=[CH:13][NH:12][N:11]=1)[CH2:3][CH2:4][CH:5]=[CH2:6], predict the reactants needed to synthesize it. (8) Given the product [CH:1]1([C:4]([N:6]2[C:15]3[C:10](=[C:11]([O:25][C:26]4[CH:31]=[CH:30][CH:29]=[CH:28][CH:27]=4)[C:12]([N:38]4[CH:37]=[C:36]([N+:33]([O-:35])=[O:34])[CH:40]=[N:39]4)=[CH:13][CH:14]=3)[CH2:9][CH2:8][C@@H:7]2[CH3:32])=[O:5])[CH2:3][CH2:2]1, predict the reactants needed to synthesize it. The reactants are: [CH:1]1([C:4]([N:6]2[C:15]3[C:10](=[C:11]([O:25][C:26]4[CH:31]=[CH:30][CH:29]=[CH:28][CH:27]=4)[C:12](B4OC(C)(C)C(C)(C)O4)=[CH:13][CH:14]=3)[CH2:9][CH2:8][C@@H:7]2[CH3:32])=[O:5])[CH2:3][CH2:2]1.[N+:33]([C:36]1[CH:37]=[N:38][NH:39][CH:40]=1)([O-:35])=[O:34].N1C=CC=CC=1. (9) Given the product [Cl:30][C:25]1[CH:24]=[C:23]([N:11]2[C:12](=[O:22])[C:13]([C:15]3[CH:20]=[CH:19][C:18]([OH:21])=[CH:17][CH:16]=3)([CH3:14])[N:9]([CH2:8][C:7]#[C:6][CH2:5][OH:4])[C:10]2=[O:31])[CH:28]=[CH:27][C:26]=1[Cl:29], predict the reactants needed to synthesize it. The reactants are: C([O:4][CH2:5][C:6]#[C:7][CH2:8][N:9]1[C:13]([C:15]2[CH:20]=[CH:19][C:18]([OH:21])=[CH:17][CH:16]=2)([CH3:14])[C:12](=[O:22])[N:11]([C:23]2[CH:28]=[CH:27][C:26]([Cl:29])=[C:25]([Cl:30])[CH:24]=2)[C:10]1=[O:31])(=O)C.